From a dataset of Full USPTO retrosynthesis dataset with 1.9M reactions from patents (1976-2016). Predict the reactants needed to synthesize the given product. (1) Given the product [CH3:24][N:25]([CH3:32])[CH2:26][CH2:27][CH2:28][C:29]([O:22][CH:4]1[CH2:3][CH:2]([CH3:1])[CH2:11][C:10]2[N:9]=[N:8][C:7]([C:12]3[CH:17]=[CH:16][CH:15]=[C:14]([C:18]([F:21])([F:20])[F:19])[CH:13]=3)=[CH:6][C:5]1=2)=[O:30], predict the reactants needed to synthesize it. The reactants are: [CH3:1][CH:2]1[CH2:11][C:10]2[N:9]=[N:8][C:7]([C:12]3[CH:17]=[CH:16][CH:15]=[C:14]([C:18]([F:21])([F:20])[F:19])[CH:13]=3)=[CH:6][C:5]=2[CH:4]([OH:22])[CH2:3]1.Cl.[CH3:24][N:25]([CH3:32])[CH2:26][CH2:27][CH2:28][C:29](O)=[O:30].C1(N=C=NC2CCCCC2)CCCCC1.C(OCC)(=O)C. (2) Given the product [F:1][C:2]([F:12])([F:11])[C:3]1[CH:10]=[CH:9][CH:8]=[CH:7][C:4]=1[CH2:5][NH:13][C:14]1[CH:15]=[C:16]2[C:20]3=[C:21]([CH2:23][O:24][CH2:25][CH2:26][N:19]3[C@H:18]3[CH2:27][CH2:28][NH:29][CH2:30][C@@H:17]23)[CH:22]=1, predict the reactants needed to synthesize it. The reactants are: [F:1][C:2]([F:12])([F:11])[C:3]1[CH:10]=[CH:9][CH:8]=[CH:7][C:4]=1[CH:5]=O.[NH2:13][C:14]1[CH:15]=[C:16]2[C:20]3=[C:21]([CH2:23][O:24][CH2:25][CH2:26][N:19]3[C@H:18]3[CH2:27][CH2:28][N:29](C(OC(C)(C)C)=O)[CH2:30][C@@H:17]23)[CH:22]=1. (3) Given the product [OH:8][C:4]1[CH:3]=[C:2]([NH:1][S:29]([C:13]2[CH:14]=[CH:15][C:16]3[C:17](=[O:28])[C:18]4[C:23](=[CH:22][C:21]([S:24]([NH:1][C:2]5[CH:7]=[CH:6][CH:5]=[C:4]([OH:8])[CH:3]=5)(=[O:26])=[O:25])=[CH:20][CH:19]=4)[C:10](=[O:9])[C:11]=3[CH:12]=2)(=[O:31])=[O:30])[CH:7]=[CH:6][CH:5]=1, predict the reactants needed to synthesize it. The reactants are: [NH2:1][C:2]1[CH:3]=[C:4]([OH:8])[CH:5]=[CH:6][CH:7]=1.[O:9]=[C:10]1[C:23]2[CH:22]=[C:21]([S:24](Cl)(=[O:26])=[O:25])[CH:20]=[CH:19][C:18]=2[C:17](=[O:28])[C:16]2[C:11]1=[CH:12][C:13]([S:29](Cl)(=[O:31])=[O:30])=[CH:14][CH:15]=2. (4) The reactants are: [C:1]([N:9]1[C:13]2([CH2:17][CH2:16][NH:15][C:14]2=O)[CH2:12][CH2:11][CH2:10]1)(=O)[C:2]1[CH:7]=[CH:6][CH:5]=[CH:4][CH:3]=1.[H-].[Al+3].[Li+].[H-].[H-].[H-]. Given the product [CH2:1]([N:9]1[C:13]2([CH2:17][CH2:16][NH:15][CH2:14]2)[CH2:12][CH2:11][CH2:10]1)[C:2]1[CH:3]=[CH:4][CH:5]=[CH:6][CH:7]=1, predict the reactants needed to synthesize it. (5) The reactants are: Cl.[NH2:2][C:3]1[C:12]2[N:13]=[C:14]([CH2:19][O:20][CH2:21][CH3:22])[N:15]([CH2:16][CH2:17][CH3:18])[C:11]=2[C:10]2[CH:9]=[CH:8][C:7]([OH:23])=[CH:6][C:5]=2[N:4]=1.[Cl:24][CH2:25][CH2:26][CH2:27]I.C(=O)([O-])[O-].[K+].[K+].[OH-].[Na+].ClCCCBr. Given the product [Cl:24][CH2:25][CH2:26][CH2:27][O:23][C:7]1[CH:8]=[CH:9][C:10]2[C:11]3[N:15]([CH2:16][CH2:17][CH3:18])[C:14]([CH2:19][O:20][CH2:21][CH3:22])=[N:13][C:12]=3[C:3]([NH2:2])=[N:4][C:5]=2[CH:6]=1, predict the reactants needed to synthesize it. (6) Given the product [Br:10][Br:11].[OH:4][S:2]([OH:5])(=[O:3])=[O:1].[O:6]=[S:7](=[O:9])=[O:8], predict the reactants needed to synthesize it. The reactants are: [OH:1][S:2]([OH:5])(=[O:4])=[O:3].[O:6]=[S:7](=[O:9])=[O:8].[Br:10][Br:11]. (7) The reactants are: Br[C:2]1[CH:3]=[C:4]([NH:10][C:11]2[CH:15]=[CH:14][N:13]([CH:16]3[CH2:18][CH2:17]3)[N:12]=2)[C:5](=[O:9])[N:6]([CH3:8])[CH:7]=1.C([O:22][CH2:23][C:24]1[C:29](B2OC(C)(C)C(C)(C)O2)=[CH:28][CH:27]=[CH:26][C:25]=1[N:39]1[CH2:47][C:46]2[C:41](=[CH:42][CH:43]=[C:44]([C:48]([CH3:51])([CH3:50])[CH3:49])[CH:45]=2)[C:40]1=[O:52])(=O)C.C(=O)([O-])[O-].[Na+].[Na+].O.[OH-].[Li+]. Given the product [C:48]([C:44]1[CH:45]=[C:46]2[C:41](=[CH:42][CH:43]=1)[C:40](=[O:52])[N:39]([C:25]1[CH:26]=[CH:27][CH:28]=[C:29]([C:2]3[CH:3]=[C:4]([NH:10][C:11]4[CH:15]=[CH:14][N:13]([CH:16]5[CH2:18][CH2:17]5)[N:12]=4)[C:5](=[O:9])[N:6]([CH3:8])[CH:7]=3)[C:24]=1[CH2:23][OH:22])[CH2:47]2)([CH3:51])([CH3:49])[CH3:50], predict the reactants needed to synthesize it. (8) Given the product [NH2:7][C:8]1[S:9][C:10]([C:34]2[CH:35]=[CH:36][CH:37]=[CH:38][CH:39]=2)=[CH:11][C:12]=1[C:13]([N:15]1[CH2:16][CH2:17][CH:18]([N:21]2[CH2:33][C:25]3([C:29](=[O:30])[O:28][C:27]([CH3:31])([CH3:32])[CH2:26]3)[O:24][CH2:23][CH2:22]2)[CH2:19][CH2:20]1)=[O:14], predict the reactants needed to synthesize it. The reactants are: C(OC(=O)[NH:7][C:8]1[S:9][C:10]([C:34]2[CH:39]=[CH:38][CH:37]=[CH:36][CH:35]=2)=[CH:11][C:12]=1[C:13]([N:15]1[CH2:20][CH2:19][CH:18]([N:21]2[CH2:33][C:25]3([C:29](=[O:30])[O:28][C:27]([CH3:32])([CH3:31])[CH2:26]3)[O:24][CH2:23][CH2:22]2)[CH2:17][CH2:16]1)=[O:14])(C)(C)C.C(=O)([O-])O.[Na+].